From a dataset of Full USPTO retrosynthesis dataset with 1.9M reactions from patents (1976-2016). Predict the reactants needed to synthesize the given product. Given the product [CH3:15][O:16][CH2:17][C:18]([NH:14][C:5]1[CH:6]=[CH:7][C:8]([C:10]([F:11])([F:12])[F:13])=[CH:9][C:4]=1[N+:1]([O-:3])=[O:2])=[O:19], predict the reactants needed to synthesize it. The reactants are: [N+:1]([C:4]1[CH:9]=[C:8]([C:10]([F:13])([F:12])[F:11])[CH:7]=[CH:6][C:5]=1[NH2:14])([O-:3])=[O:2].[CH3:15][O:16][CH2:17][C:18](Cl)=[O:19].C(N(CC)CC)C.O.